This data is from Retrosynthesis with 50K atom-mapped reactions and 10 reaction types from USPTO. The task is: Predict the reactants needed to synthesize the given product. (1) Given the product CC(=O)N1CC(C)(C)c2ccc(N)cc21, predict the reactants needed to synthesize it. The reactants are: CC(=O)N1CC(C)(C)c2ccc([N+](=O)[O-])cc21. (2) Given the product N#CC1(c2cccs2)CCNCC1, predict the reactants needed to synthesize it. The reactants are: CC(C)(C)OC(=O)N1CCC(C#N)(c2cccs2)CC1. (3) Given the product Cc1ccc(NC(=O)c2cccc(N(C)C)c2)cc1NC(=O)c1ccccc1NCCCN1CCOCC1, predict the reactants needed to synthesize it. The reactants are: Cc1ccc(NC(=O)c2cccc(N(C)C)c2)cc1NC(=O)c1ccccc1F.NCCCN1CCOCC1.